Dataset: Reaction yield outcomes from USPTO patents with 853,638 reactions. Task: Predict the reaction yield, written as a fraction of the theoretical maximum amount of product (1.0 means a 100% yield; for example, 0.34 means a 34% yield). (1) The reactants are [CH2:1]([NH2:13])[CH2:2][CH2:3][CH2:4][CH2:5][CH2:6][CH2:7][CH2:8][CH2:9][CH2:10][CH2:11][CH3:12].[Li]CCCC.C([O:21][C:22](=O)[C:23]1[CH:28]=[C:27]([C:29]2[CH:34]=[CH:33][CH:32]=[C:31]([Cl:35])[CH:30]=2)[C:26]([O:36][CH2:37][CH2:38][OH:39])=[C:25]([C:40]2[CH:45]=[CH:44][CH:43]=[C:42]([Cl:46])[CH:41]=2)[CH:24]=1)C. The catalyst is C1COCC1. The product is [CH2:1]([NH:13][C:22](=[O:21])[C:23]1[CH:24]=[C:25]([C:40]2[CH:45]=[CH:44][CH:43]=[C:42]([Cl:46])[CH:41]=2)[C:26]([O:36][CH2:37][CH2:38][OH:39])=[C:27]([C:29]2[CH:34]=[CH:33][CH:32]=[C:31]([Cl:35])[CH:30]=2)[CH:28]=1)[CH2:2][CH2:3][CH2:4][CH2:5][CH2:6][CH2:7][CH2:8][CH2:9][CH2:10][CH2:11][CH3:12]. The yield is 0.720. (2) The reactants are [NH2:1][C@H:2]([C:6]1[CH:13]=[CH:12][C:9]([C:10]#[N:11])=[CH:8][CH:7]=1)[CH2:3][CH2:4][OH:5].[C:14]([O:18][C:19]([NH:21][C:22]1([C:37](O)=[O:38])[CH2:27][CH2:26][N:25]([C:28]2[C:29]3[CH:36]=[CH:35][NH:34][C:30]=3[N:31]=[CH:32][N:33]=2)[CH2:24][CH2:23]1)=[O:20])([CH3:17])([CH3:16])[CH3:15].CCN(C(C)C)C(C)C.F[P-](F)(F)(F)(F)F.N1(OC(N(C)C)=[N+](C)C)C2N=CC=CC=2N=N1. The catalyst is CC(N(C)C)=O. The product is [C:10]([C:9]1[CH:8]=[CH:7][C:6]([C@@H:2]([NH:1][C:37]([C:22]2([NH:21][C:19](=[O:20])[O:18][C:14]([CH3:16])([CH3:15])[CH3:17])[CH2:23][CH2:24][N:25]([C:28]3[C:29]4[CH:36]=[CH:35][NH:34][C:30]=4[N:31]=[CH:32][N:33]=3)[CH2:26][CH2:27]2)=[O:38])[CH2:3][CH2:4][OH:5])=[CH:13][CH:12]=1)#[N:11]. The yield is 0.464. (3) The reactants are [NH2:1][CH:2]1[N:8]=[C:7]([C:9]2[CH:14]=[CH:13][CH:12]=[CH:11][CH:10]=2)[C:6]2[CH:15]=[CH:16][CH:17]=[CH:18][C:5]=2[N:4]([CH2:19][C:20]([F:23])([F:22])[F:21])[C:3]1=[O:24].C1C([N+]([O-])=O)=CC=C([Cl-][C:35]([O-])=[O:36])C=1.C(N(CC)CC)C.OC(C(F)(F)F)=O.OC(C(F)(F)F)=O.[NH:59]1[CH2:64][CH2:63][CH:62]([N:65]2[CH2:70][C:69]3[CH:71]=[N:72][CH:73]=[CH:74][C:68]=3[NH:67][C:66]2=[O:75])[CH2:61][CH2:60]1. The catalyst is O1CCCC1. The product is [O:75]=[C:66]1[NH:67][C:68]2[CH:74]=[CH:73][N:72]=[CH:71][C:69]=2[CH2:70][N:65]1[CH:62]1[CH2:61][CH2:60][N:59]([C:35]([NH:1][C@@H:2]2[N:8]=[C:7]([C:9]3[CH:10]=[CH:11][CH:12]=[CH:13][CH:14]=3)[C:6]3[CH:15]=[CH:16][CH:17]=[CH:18][C:5]=3[N:4]([CH2:19][C:20]([F:21])([F:23])[F:22])[C:3]2=[O:24])=[O:36])[CH2:64][CH2:63]1. The yield is 0.240. (4) The reactants are [C:1]([C:5]1[CH:10]=[C:9]([CH3:11])[C:8]([N+:12]([O-])=O)=[C:7]([CH3:15])[CH:6]=1)([O:3][CH3:4])=[O:2]. The catalyst is C(OCC)(=O)C.[Pd]. The product is [C:1]([C:5]1[CH:6]=[C:7]([CH3:15])[C:8]([NH2:12])=[C:9]([CH3:11])[CH:10]=1)([O:3][CH3:4])=[O:2]. The yield is 1.00. (5) The reactants are Br[CH2:2][CH2:3][C:4]1[CH:9]=[CH:8][C:7]([N+:10]([O-:12])=[O:11])=[CH:6][CH:5]=1.[C:13]([O-:16])(=[S:15])[CH3:14].[K+]. The catalyst is CS(C)=O.CCOC(C)=O. The product is [N+:10]([C:7]1[CH:8]=[CH:9][C:4]([CH2:3][CH2:2][S:15][C:13](=[O:16])[CH3:14])=[CH:5][CH:6]=1)([O-:12])=[O:11]. The yield is 0.760. (6) The reactants are [H-].[Na+].[Br:3][C:4]1[CH:10]=[C:9]([F:11])[C:7]([NH2:8])=[C:6]([F:12])[CH:5]=1.[CH2:13]([O:20][C:21]1[CH:30]=[C:29]2[C:24]([C:25](Cl)=[N:26][CH:27]=[N:28]2)=[CH:23][C:22]=1[O:32][CH3:33])[C:14]1[CH:19]=[CH:18][CH:17]=[CH:16][CH:15]=1. The catalyst is CN(C=O)C. The product is [CH2:13]([O:20][C:21]1[CH:30]=[C:29]2[C:24]([C:25]([NH:8][C:7]3[C:9]([F:11])=[CH:10][C:4]([Br:3])=[CH:5][C:6]=3[F:12])=[N:26][CH:27]=[N:28]2)=[CH:23][C:22]=1[O:32][CH3:33])[C:14]1[CH:15]=[CH:16][CH:17]=[CH:18][CH:19]=1. The yield is 0.620. (7) The reactants are [F:1][C:2]1[CH:3]=[C:4]([C:8]2([CH2:29][CH2:30][N:31]3[C@H:36]4[CH2:37][CH2:38][C@@H:32]3[CH2:33][CH:34]([N:39]3[C:43]5[CH:44]=[CH:45][CH:46]=[CH:47][C:42]=5[N:41]=[C:40]3[CH3:48])[CH2:35]4)[CH2:13][CH2:12][N:11]([C:14]([C:16]([NH:21]C(=O)OC(C)(C)C)([CH3:20])[CH:17]([CH3:19])[CH3:18])=[O:15])[CH2:10][CH2:9]2)[CH:5]=[CH:6][CH:7]=1.Cl. No catalyst specified. The product is [F:1][C:2]1[CH:3]=[C:4]([C:8]2([CH2:29][CH2:30][N:31]3[C@H:36]4[CH2:37][CH2:38][C@@H:32]3[CH2:33][CH:34]([N:39]3[C:43]5[CH:44]=[CH:45][CH:46]=[CH:47][C:42]=5[N:41]=[C:40]3[CH3:48])[CH2:35]4)[CH2:13][CH2:12][N:11]([C:14](=[O:15])[C:16]([CH3:20])([NH2:21])[CH:17]([CH3:18])[CH3:19])[CH2:10][CH2:9]2)[CH:5]=[CH:6][CH:7]=1. The yield is 0.990. (8) The reactants are Br[C:2]1[CH:7]=[CH:6][C:5]([O:8][CH3:9])=[C:4]([N+:10]([O-:12])=[O:11])[CH:3]=1.[NH:13]1[CH2:18][CH2:17][O:16][CH2:15][CH2:14]1.P([O-])([O-])([O-])=O.[K+].[K+].[K+]. The catalyst is C(COC)OC.C(OCC)(=O)C.C([O-])(=O)C.[Pd+2].C([O-])(=O)C. The product is [CH3:9][O:8][C:5]1[CH:6]=[CH:7][C:2]([N:13]2[CH2:18][CH2:17][O:16][CH2:15][CH2:14]2)=[CH:3][C:4]=1[N+:10]([O-:12])=[O:11]. The yield is 0.690. (9) The reactants are [N:1]1[C:16]2[C:5](=[CH:6][C:7]3[CH:13]4[CH2:14][CH:9]([CH2:10][NH:11][CH2:12]4)[C:8]=3[CH:15]=2)[N:4]=[CH:3][CH:2]=1.[C:17]([OH:26])(=[O:25])[CH:18]([CH:20]([C:22]([OH:24])=[O:23])[OH:21])[OH:19]. The catalyst is CO. The product is [CH:2]1[CH:3]=[N:4][C:5]2[C:16]([N:1]=1)=[CH:15][C:8]1[CH:9]3[CH2:10][NH:11][CH2:12][CH:13]([C:7]=1[CH:6]=2)[CH2:14]3.[CH:18]([OH:19])([C:17]([OH:26])=[O:25])[CH:20]([OH:21])[C:22]([OH:24])=[O:23]. The yield is 0.999. (10) The reactants are [NH2:1][C:2]1[C:3]([F:33])=[CH:4][C:5]([Cl:32])=[C:6]([C:8]2[C:9](=[O:31])[N:10]([CH:28]([CH3:30])[CH3:29])[C:11]3[C:16]([CH:17]=2)=[CH:15][N:14]=[C:13]([NH:18][CH2:19][C:20]2[CH:25]=[CH:24][C:23]([O:26][CH3:27])=[CH:22][CH:21]=2)[CH:12]=3)[CH:7]=1.[F:34][C:35]1[CH:36]=[C:37]([N:41]=[C:42]=[O:43])[CH:38]=[CH:39][CH:40]=1. The catalyst is C1COCC1. The product is [Cl:32][C:5]1[C:6]([C:8]2[C:9](=[O:31])[N:10]([CH:28]([CH3:29])[CH3:30])[C:11]3[C:16]([CH:17]=2)=[CH:15][N:14]=[C:13]([NH:18][CH2:19][C:20]2[CH:21]=[CH:22][C:23]([O:26][CH3:27])=[CH:24][CH:25]=2)[CH:12]=3)=[CH:7][C:2]([NH:1][C:42]([NH:41][C:37]2[CH:38]=[CH:39][CH:40]=[C:35]([F:34])[CH:36]=2)=[O:43])=[C:3]([F:33])[CH:4]=1. The yield is 0.660.